From a dataset of Full USPTO retrosynthesis dataset with 1.9M reactions from patents (1976-2016). Predict the reactants needed to synthesize the given product. Given the product [CH:28](/[C:32]1([CH3:38])[CH2:33][CH2:34][N:35]([C:17]2[N:16]3[N:19]=[C:20]([C:22]([O:24][CH2:25][CH3:26])=[O:23])[CH:21]=[C:15]3[N:14]=[C:13]([CH3:27])[C:12]=2[C@H:6]([O:5][C:1]([CH3:4])([CH3:3])[CH3:2])[C:7]([O:9][CH2:10][CH3:11])=[O:8])[CH2:36][CH2:37]1)=[CH:29]\[CH:30]=[CH2:31], predict the reactants needed to synthesize it. The reactants are: [C:1]([O:5][C@@H:6]([C:12]1[C:13]([CH3:27])=[N:14][C:15]2[N:16]([N:19]=[C:20]([C:22]([O:24][CH2:25][CH3:26])=[O:23])[CH:21]=2)[C:17]=1I)[C:7]([O:9][CH2:10][CH3:11])=[O:8])([CH3:4])([CH3:3])[CH3:2].[CH:28](/[C:32]1([CH3:38])[CH2:37][CH2:36][NH:35][CH2:34][CH2:33]1)=[CH:29]\[CH:30]=[CH2:31].Cl.CCN(C(C)C)C(C)C.